From a dataset of Reaction yield outcomes from USPTO patents with 853,638 reactions. Predict the reaction yield, written as a fraction of the theoretical maximum amount of product (1.0 means a 100% yield; for example, 0.34 means a 34% yield). The yield is 0.950. The product is [Cl:1][C:2]1[CH:3]=[C:4]([S:18][C:13]2[CH:14]=[C:15]([Cl:17])[CH:16]=[C:11]([Cl:10])[CH:12]=2)[CH:5]=[C:6]([Cl:8])[CH:7]=1. The catalyst is CN(C)C=O. The reactants are [Cl:1][C:2]1[CH:3]=[C:4](I)[CH:5]=[C:6]([Cl:8])[CH:7]=1.[Cl:10][C:11]1[CH:12]=[C:13]([SH:18])[CH:14]=[C:15]([Cl:17])[CH:16]=1.C(=O)([O-])[O-].[K+].[K+].